The task is: Predict the product of the given reaction.. This data is from Forward reaction prediction with 1.9M reactions from USPTO patents (1976-2016). Given the reactants C(OC(=O)[NH:10][CH2:11][C:12]1[CH:17]=[CH:16][C:15]([C:18]2[C:30]3[C:29]4[CH2:28][CH2:27][CH2:26][CH2:25][C:24]=4[C:23](=[O:31])[NH:22][C:21]=3[N:20]([CH3:32])[N:19]=2)=[CH:14][CH:13]=1)C1C=CC=CC=1, predict the reaction product. The product is: [NH2:10][CH2:11][C:12]1[CH:17]=[CH:16][C:15]([C:18]2[C:30]3[C:29]4[CH2:28][CH2:27][CH2:26][CH2:25][C:24]=4[C:23](=[O:31])[NH:22][C:21]=3[N:20]([CH3:32])[N:19]=2)=[CH:14][CH:13]=1.